This data is from NCI-60 drug combinations with 297,098 pairs across 59 cell lines. The task is: Regression. Given two drug SMILES strings and cell line genomic features, predict the synergy score measuring deviation from expected non-interaction effect. (1) Drug 1: CN(C)N=NC1=C(NC=N1)C(=O)N. Drug 2: CC=C1C(=O)NC(C(=O)OC2CC(=O)NC(C(=O)NC(CSSCCC=C2)C(=O)N1)C(C)C)C(C)C. Cell line: UO-31. Synergy scores: CSS=19.1, Synergy_ZIP=-5.08, Synergy_Bliss=-0.201, Synergy_Loewe=0.990, Synergy_HSA=0.817. (2) Drug 1: CC1C(C(CC(O1)OC2CC(CC3=C2C(=C4C(=C3O)C(=O)C5=C(C4=O)C(=CC=C5)OC)O)(C(=O)CO)O)N)O.Cl. Drug 2: N.N.Cl[Pt+2]Cl. Cell line: 786-0. Synergy scores: CSS=53.7, Synergy_ZIP=-1.58, Synergy_Bliss=0.304, Synergy_Loewe=-10.5, Synergy_HSA=0.422. (3) Drug 1: C1=CC=C(C=C1)NC(=O)CCCCCCC(=O)NO. Drug 2: CCN(CC)CCCC(C)NC1=C2C=C(C=CC2=NC3=C1C=CC(=C3)Cl)OC. Cell line: KM12. Synergy scores: CSS=21.2, Synergy_ZIP=-8.52, Synergy_Bliss=-1.41, Synergy_Loewe=-6.41, Synergy_HSA=-2.06. (4) Drug 1: CN1CCC(CC1)COC2=C(C=C3C(=C2)N=CN=C3NC4=C(C=C(C=C4)Br)F)OC. Drug 2: CN(C(=O)NC(C=O)C(C(C(CO)O)O)O)N=O. Cell line: KM12. Synergy scores: CSS=-5.54, Synergy_ZIP=2.29, Synergy_Bliss=0.347, Synergy_Loewe=-3.04, Synergy_HSA=-2.85. (5) Drug 1: C1CC(=O)NC(=O)C1N2CC3=C(C2=O)C=CC=C3N. Drug 2: C1=NC2=C(N=C(N=C2N1C3C(C(C(O3)CO)O)F)Cl)N. Cell line: RXF 393. Synergy scores: CSS=9.84, Synergy_ZIP=-3.92, Synergy_Bliss=-1.06, Synergy_Loewe=-1.12, Synergy_HSA=-1.04. (6) Synergy scores: CSS=-2.11, Synergy_ZIP=3.73, Synergy_Bliss=5.95, Synergy_Loewe=1.13, Synergy_HSA=0.903. Drug 2: C1=CN(C=N1)CC(O)(P(=O)(O)O)P(=O)(O)O. Cell line: SK-MEL-28. Drug 1: C1CCN(CC1)CCOC2=CC=C(C=C2)C(=O)C3=C(SC4=C3C=CC(=C4)O)C5=CC=C(C=C5)O.